This data is from Peptide-MHC class I binding affinity with 185,985 pairs from IEDB/IMGT. The task is: Regression. Given a peptide amino acid sequence and an MHC pseudo amino acid sequence, predict their binding affinity value. This is MHC class I binding data. (1) The peptide sequence is NQQVTNSKY. The MHC is HLA-A69:01 with pseudo-sequence HLA-A69:01. The binding affinity (normalized) is 0.0847. (2) The peptide sequence is SFWFFHPPY. The MHC is HLA-A02:12 with pseudo-sequence HLA-A02:12. The binding affinity (normalized) is 0.0847. (3) The peptide sequence is YFVETLARSI. The MHC is HLA-A23:01 with pseudo-sequence HLA-A23:01. The binding affinity (normalized) is 0.220. (4) The peptide sequence is VLLRKNGNK. The MHC is HLA-A68:01 with pseudo-sequence HLA-A68:01. The binding affinity (normalized) is 0.0600. (5) The peptide sequence is IVKYKQYLK. The MHC is HLA-A69:01 with pseudo-sequence HLA-A69:01. The binding affinity (normalized) is 0.0847.